This data is from Full USPTO retrosynthesis dataset with 1.9M reactions from patents (1976-2016). The task is: Predict the reactants needed to synthesize the given product. Given the product [CH3:22][C:23]1[N:28]=[C:27]([O:29][CH3:30])[C:26]([N:1]2[CH:5]=[CH:4][C:3]([O:6][CH2:7][C:8]3[C:13]([CH3:14])=[CH:12][CH:11]=[CH:10][C:9]=3[N:15]3[C:19](=[O:20])[N:18]([CH3:21])[N:17]=[N:16]3)=[N:2]2)=[CH:25][CH:24]=1, predict the reactants needed to synthesize it. The reactants are: [NH:1]1[CH:5]=[CH:4][C:3]([O:6][CH2:7][C:8]2[C:13]([CH3:14])=[CH:12][CH:11]=[CH:10][C:9]=2[N:15]2[C:19](=[O:20])[N:18]([CH3:21])[N:17]=[N:16]2)=[N:2]1.[CH3:22][C:23]1[N:28]=[C:27]([O:29][CH3:30])[C:26](B(O)O)=[CH:25][CH:24]=1.N1C=CC=CC=1.